Task: Predict which catalyst facilitates the given reaction.. Dataset: Catalyst prediction with 721,799 reactions and 888 catalyst types from USPTO (1) Product: [NH2:1][C:4]1[CH:14]=[CH:13][C:7]2[NH:8][C:9](=[O:12])[CH2:10][O:11][C:6]=2[CH:5]=1. The catalyst class is: 350. Reactant: [N+:1]([C:4]1[CH:14]=[CH:13][C:7]2[NH:8][C:9](=[O:12])[CH2:10][O:11][C:6]=2[CH:5]=1)([O-])=O.CO. (2) Reactant: [F:1][C:2]1[CH:3]=[C:4]2[C:8](=[CH:9][CH:10]=1)[C:7](=[O:11])[CH2:6][CH2:5]2.CS(O)(=O)=O.[N-:17]=[N+]=[N-].[Na+]. Product: [F:1][C:2]1[CH:3]=[C:4]2[C:8](=[CH:9][CH:10]=1)[C:7](=[O:11])[NH:17][CH2:6][CH2:5]2. The catalyst class is: 4. (3) Reactant: C([N:3]([CH2:6][CH3:7])[CH2:4][CH3:5])C.[C:8]([O:12][C:13]([N:15]1[CH2:20][CH2:19][CH:18]([O:21][CH2:22][C:23]([OH:25])=O)[CH2:17][CH2:16]1)=[O:14])([CH3:11])([CH3:10])[CH3:9].[CH2:26](OC(Cl)=O)C(C)C.O[NH:35][C:36](=[NH:43])C1C=CN=CC=1. Product: [C:8]([O:12][C:13]([N:15]1[CH2:16][CH2:17][CH:18]([O:21][CH2:22][C:23]2[O:25][N:43]=[C:36]([C:6]3[CH:7]=[CH:26][CH:5]=[CH:4][N:3]=3)[N:35]=2)[CH2:19][CH2:20]1)=[O:14])([CH3:9])([CH3:10])[CH3:11]. The catalyst class is: 11. (4) Reactant: [Cl:1][C:2]1[CH:7]=[C:6]([Cl:8])[CH:5]=[CH:4][C:3]=1[N:9]1[C:13]2=[N:14][C:15]([CH3:30])=[CH:16][C:17]([N:18]3[CH2:23][CH2:22][C:21](=[O:24])[CH:20]([C:25]([O:27][CH2:28][CH3:29])=[O:26])[CH2:19]3)=[C:12]2[C:11]([CH3:31])=[C:10]1[CH3:32].[BH4-].[Na+].[Cl-].[NH4+]. The catalyst class is: 8. Product: [Cl:1][C:2]1[CH:7]=[C:6]([Cl:8])[CH:5]=[CH:4][C:3]=1[N:9]1[C:13]2=[N:14][C:15]([CH3:30])=[CH:16][C:17]([N:18]3[CH2:23][CH2:22][CH:21]([OH:24])[CH:20]([C:25]([O:27][CH2:28][CH3:29])=[O:26])[CH2:19]3)=[C:12]2[C:11]([CH3:31])=[C:10]1[CH3:32].